From a dataset of NCI-60 drug combinations with 297,098 pairs across 59 cell lines. Regression. Given two drug SMILES strings and cell line genomic features, predict the synergy score measuring deviation from expected non-interaction effect. Drug 1: C1CCC(C1)C(CC#N)N2C=C(C=N2)C3=C4C=CNC4=NC=N3. Drug 2: CC1=C2C(C(=O)C3(C(CC4C(C3C(C(C2(C)C)(CC1OC(=O)C(C(C5=CC=CC=C5)NC(=O)C6=CC=CC=C6)O)O)OC(=O)C7=CC=CC=C7)(CO4)OC(=O)C)O)C)OC(=O)C. Cell line: TK-10. Synergy scores: CSS=31.2, Synergy_ZIP=-4.42, Synergy_Bliss=5.24, Synergy_Loewe=-5.08, Synergy_HSA=5.01.